From a dataset of Forward reaction prediction with 1.9M reactions from USPTO patents (1976-2016). Predict the product of the given reaction. (1) Given the reactants [Cl:1][C:2]1[CH:3]=[C:4]([C:12]([F:17])([F:16])[C:13]([OH:15])=O)[CH:5]=[CH:6][C:7]=1[O:8][CH:9]([CH3:11])[CH3:10].P(Cl)(Cl)(Cl)=O.Cl.[NH2:24][CH2:25][C:26]1[CH:27]=[C:28]2[C:32](=[CH:33][CH:34]=1)[C:31](=[O:35])[N:30]([CH:36]1[CH2:41][CH2:40][C:39](=[O:42])[NH:38][C:37]1=[O:43])[CH2:29]2.C(=O)(O)[O-].[Na+], predict the reaction product. The product is: [Cl:1][C:2]1[CH:3]=[C:4]([C:12]([F:17])([F:16])[C:13]([NH:24][CH2:25][C:26]2[CH:27]=[C:28]3[C:32](=[CH:33][CH:34]=2)[C:31](=[O:35])[N:30]([CH:36]2[CH2:41][CH2:40][C:39](=[O:42])[NH:38][C:37]2=[O:43])[CH2:29]3)=[O:15])[CH:5]=[CH:6][C:7]=1[O:8][CH:9]([CH3:10])[CH3:11]. (2) Given the reactants Cl[C:2]1[CH2:7][C:6]([CH3:9])([CH3:8])[CH2:5][C:4](=[O:10])[CH:3]=1.[I-].[K+], predict the reaction product. The product is: [CH3:8][C:6]1([CH3:9])[CH2:5][C:4](=[O:10])[CH:3]=[CH:2][CH2:7]1.